This data is from Full USPTO retrosynthesis dataset with 1.9M reactions from patents (1976-2016). The task is: Predict the reactants needed to synthesize the given product. (1) Given the product [ClH:46].[C:1]1([CH:7]([C:34]2[CH:39]=[CH:38][CH:37]=[CH:36][CH:35]=2)[CH2:8][N:9]([CH2:25][C:26]2[CH:31]=[CH:30][C:29]([O:32][CH3:33])=[CH:28][CH:27]=2)[CH:10]([CH3:11])[CH2:48][O:49][C:50]2[CH:51]=[C:6]([CH2:42][C:43]([OH:45])=[O:44])[CH:1]=[CH:2][CH:3]=2)[CH:6]=[CH:5][CH:4]=[CH:3][CH:2]=1, predict the reactants needed to synthesize it. The reactants are: [C:1]1([CH:7]([C:34]2[CH:39]=[CH:38][CH:37]=[CH:36][CH:35]=2)[CH2:8][N:9]([CH2:25][C:26]2[CH:31]=[CH:30][C:29]([O:32][CH3:33])=[CH:28][CH:27]=2)[CH2:10][CH2:11]COC2C=C(CC(OC)=O)C=CC=2)[CH:6]=[CH:5][CH:4]=[CH:3][CH:2]=1.[Li+].[OH-].[CH3:42][C:43]([OH:45])=[O:44].[ClH:46].C[CH2:48][O:49][CH2:50][CH3:51]. (2) Given the product [C:11]([CH2:10][C:3]1[C:4]2[C:9](=[CH:8][CH:7]=[CH:6][CH:5]=2)[N:1]([CH2:30][C@@H:28]([NH:27][S:24]([C:15]2[C:16]([N+:21]([O-:23])=[O:22])=[CH:17][C:18]([CH3:20])=[CH:19][C:14]=2[CH3:13])(=[O:26])=[O:25])[CH3:29])[CH:2]=1)#[N:12], predict the reactants needed to synthesize it. The reactants are: [NH:1]1[C:9]2[C:4](=[CH:5][CH:6]=[CH:7][CH:8]=2)[C:3]([CH2:10][C:11]#[N:12])=[CH:2]1.[CH3:13][C:14]1[CH:19]=[C:18]([CH3:20])[CH:17]=[C:16]([N+:21]([O-:23])=[O:22])[C:15]=1[S:24]([N@:27]1[CH2:29][CH:28]1[CH3:30])(=[O:26])=[O:25].[H-].[Na+]. (3) Given the product [Br:12][C:7]1[CH:8]=[C:9]2[C:4](=[CH:5][CH:6]=1)[CH:3]=[C:2]([C:20]1[C:19]3[C:28]4=[C:27]5[C:16](=[CH:17][CH:18]=3)[CH:15]=[CH:14][CH:13]=[C:26]5[CH:25]=[CH:24][C:23]4=[CH:22][CH:21]=1)[CH:11]=[CH:10]2, predict the reactants needed to synthesize it. The reactants are: Br[C:2]1[CH:11]=[CH:10][C:9]2[C:4](=[CH:5][CH:6]=[C:7]([Br:12])[CH:8]=2)[CH:3]=1.[C:13]1(B(O)O)[C:26]2[C:27]3=[C:28]4[C:23](=[CH:24][CH:25]=2)[CH:22]=[CH:21][CH:20]=[C:19]4[CH:18]=[CH:17][C:16]3=[CH:15][CH:14]=1.C([O-])([O-])=O.[Na+].[Na+].CCO.